Dataset: Catalyst prediction with 721,799 reactions and 888 catalyst types from USPTO. Task: Predict which catalyst facilitates the given reaction. (1) Reactant: [NH2:1][C:2]1[CH:3]=[C:4]([C:8]([C:12]2[N:13]=[CH:14][N:15](S(N(C)C)(=O)=O)[CH:16]=2)=[C:9]([CH3:11])[CH3:10])[CH:5]=[CH:6][CH:7]=1.N1C=CC=CC=1.[CH2:29]([S:31](Cl)(=[O:33])=[O:32])[CH3:30]. Product: [NH:15]1[CH:16]=[C:12]([C:8]([C:4]2[CH:3]=[C:2]([NH:1][S:31]([CH2:29][CH3:30])(=[O:33])=[O:32])[CH:7]=[CH:6][CH:5]=2)=[C:9]([CH3:10])[CH3:11])[N:13]=[CH:14]1. The catalyst class is: 4. (2) Reactant: [CH:1]1([NH:4][C:5]([NH:7][C:8]2[CH:13]=[CH:12][C:11]([C:14]3[N:15]=[C:16]([N:24]4[CH2:29][CH2:28][O:27][CH2:26][C@@H:25]4[CH3:30])[C:17]4[CH2:23][CH2:22][NH:21][CH2:20][C:18]=4[N:19]=3)=[C:10]([F:31])[CH:9]=2)=[O:6])[CH2:3][CH2:2]1.[CH:32]([N:35]=[C:36]=[O:37])([CH3:34])[CH3:33]. Product: [CH:1]1([NH:4][C:5](=[O:6])[NH:7][C:8]2[CH:13]=[CH:12][C:11]([C:14]3[N:15]=[C:16]([N:24]4[CH2:29][CH2:28][O:27][CH2:26][C@@H:25]4[CH3:30])[C:17]4[CH2:23][CH2:22][N:21]([C:36]([NH:35][CH:32]([CH3:34])[CH3:33])=[O:37])[CH2:20][C:18]=4[N:19]=3)=[C:10]([F:31])[CH:9]=2)[CH2:2][CH2:3]1. The catalyst class is: 3.